From a dataset of Forward reaction prediction with 1.9M reactions from USPTO patents (1976-2016). Predict the product of the given reaction. (1) Given the reactants [CH2:1]([O:8][NH:9][C:10](=O)[CH:11]=[CH:12][S:13][C:14]1[CH:19]=[CH:18][CH:17]=[CH:16][CH:15]=1)[C:2]1[CH:7]=[CH:6][CH:5]=[CH:4][CH:3]=1.C(Br)(Br)(Br)[Br:22].C1(P(C2C=CC=CC=2)C2C=CC=CC=2)C=CC=CC=1, predict the reaction product. The product is: [CH2:1]([O:8][N:9]=[C:10]([Br:22])[CH:11]=[CH:12][S:13][C:14]1[CH:19]=[CH:18][CH:17]=[CH:16][CH:15]=1)[C:2]1[CH:7]=[CH:6][CH:5]=[CH:4][CH:3]=1. (2) Given the reactants [NH2:1][C:2]1[NH:6][N:5]=[C:4]([OH:7])[C:3]=1[C:8]1[CH:13]=[CH:12][CH:11]=[CH:10][N:9]=1.[CH3:14][O:15][C:16]1[CH:21]=[C:20]([O:22][CH3:23])[CH:19]=[CH:18][C:17]=1[C:24](=O)[CH2:25][C:26](OC)=[O:27], predict the reaction product. The product is: [CH3:14][O:15][C:16]1[CH:21]=[C:20]([O:22][CH3:23])[CH:19]=[CH:18][C:17]=1[C:24]1[NH:1][C:2]2[N:6]([N:5]=[C:4]([OH:7])[C:3]=2[C:8]2[CH:13]=[CH:12][CH:11]=[CH:10][N:9]=2)[C:26](=[O:27])[CH:25]=1. (3) Given the reactants C[Al].[CH2:3]([NH2:7])[CH2:4][CH2:5][NH2:6].[CH2:8]([NH:12][C:13]1[CH:14]=[CH:15][C:16]2[N:17]([C:19]([C:22]3[CH:31]=[CH:30][C:25]([C:26]([O:28]C)=[O:27])=[CH:24][CH:23]=3)=[CH:20][N:21]=2)[N:18]=1)[CH2:9][CH2:10][CH3:11].O, predict the reaction product. The product is: [C:26]([OH:28])(=[O:27])[CH3:25].[CH2:8]([NH:12][C:13]1[CH:14]=[CH:15][C:16]2[N:17]([C:19]([C:22]3[CH:23]=[CH:24][C:25]([C:26]4[NH:6][CH2:5][CH2:4][CH2:3][N:7]=4)=[CH:30][CH:31]=3)=[CH:20][N:21]=2)[N:18]=1)[CH2:9][CH2:10][CH3:11]. (4) The product is: [CH:11]([N:10]1[C:4]2[CH:3]=[C:2]([NH:21][C:22]3[CH:27]=[CH:26][N:25]=[C:24]([N:28]4[CH2:33][CH2:32][C@@H:31]([OH:34])[C@@H:30]([F:35])[CH2:29]4)[N:23]=3)[N:7]=[CH:6][C:5]=2[C:8]([N:14]2[CH2:18][CH2:17][CH2:16][C:15]2=[O:20])=[CH:9]1)([CH2:13][CH3:36])[CH3:12]. Given the reactants Cl[C:2]1[N:7]=[CH:6][C:5]2[C:8]([N:14]3[CH2:18][CH2:17][CH:16](O)[C:15]3=[O:20])=[CH:9][N:10]([CH:11]([CH3:13])[CH3:12])[C:4]=2[CH:3]=1.[NH2:21][C:22]1[CH:27]=[CH:26][N:25]=[C:24]([N:28]2[CH2:33][CH2:32][C@@H:31]([OH:34])[C@@H:30]([F:35])[CH2:29]2)[N:23]=1.[CH3:36]C(C)([O-])C.[Na+], predict the reaction product.